Dataset: Reaction yield outcomes from USPTO patents with 853,638 reactions. Task: Predict the reaction yield, written as a fraction of the theoretical maximum amount of product (1.0 means a 100% yield; for example, 0.34 means a 34% yield). The reactants are [C:1]([O:5][C:6](=[O:28])[NH:7][CH2:8][CH2:9][C:10]1[CH:15]=[CH:14][C:13]([O:16][C:17]2[CH:22]=[CH:21][C:20]([Cl:23])=[C:19]([C:24]([F:27])([F:26])[F:25])[CH:18]=2)=[CH:12][CH:11]=1)([CH3:4])([CH3:3])[CH3:2].[CH3:29]I. The catalyst is C1COCC1.[H-].[Na+]. The product is [C:1]([O:5][C:6](=[O:28])[N:7]([CH2:8][CH2:9][C:10]1[CH:11]=[CH:12][C:13]([O:16][C:17]2[CH:22]=[CH:21][C:20]([Cl:23])=[C:19]([C:24]([F:25])([F:26])[F:27])[CH:18]=2)=[CH:14][CH:15]=1)[CH3:29])([CH3:4])([CH3:2])[CH3:3]. The yield is 0.561.